From a dataset of Forward reaction prediction with 1.9M reactions from USPTO patents (1976-2016). Predict the product of the given reaction. Given the reactants [NH2:1][C:2]1[CH:9]=[CH:8][C:5]([C:6]#[N:7])=[CH:4][CH:3]=1.[Cl:10]N1C(=O)CCC1=O, predict the reaction product. The product is: [NH2:1][C:2]1[CH:9]=[CH:8][C:5]([C:6]#[N:7])=[CH:4][C:3]=1[Cl:10].